Dataset: Reaction yield outcomes from USPTO patents with 853,638 reactions. Task: Predict the reaction yield, written as a fraction of the theoretical maximum amount of product (1.0 means a 100% yield; for example, 0.34 means a 34% yield). (1) The reactants are [F:1][C:2]1([F:26])[O:6][C:5]2[CH:7]=[CH:8][CH:9]=[C:10]([N:11]3[CH:16]=[C:15]([O:17][CH3:18])[C:14](=[O:19])[C:13]([C:20](N(OC)C)=[O:21])=[N:12]3)[C:4]=2[O:3]1.[CH3:27][Mg+].[Br-]. The catalyst is C1COCC1. The product is [C:20]([C:13]1[C:14](=[O:19])[C:15]([O:17][CH3:18])=[CH:16][N:11]([C:10]2[C:4]3[O:3][C:2]([F:26])([F:1])[O:6][C:5]=3[CH:7]=[CH:8][CH:9]=2)[N:12]=1)(=[O:21])[CH3:27]. The yield is 0.990. (2) The reactants are [CH3:1][O:2][C:3]1[CH:12]=[C:11]([O:13][CH3:14])[CH:10]=[C:9]2[C:4]=1[C:5](=O)[N:6]([C:15]1[CH:20]=[CH:19][C:18]([O:21][CH3:22])=[CH:17][CH:16]=1)[CH:7]=[N:8]2.COC1C=CC(P2(SP(C3C=CC(OC)=CC=3)(=S)S2)=[S:33])=CC=1. The catalyst is C1(C)C=CC=CC=1. The product is [CH3:1][O:2][C:3]1[CH:12]=[C:11]([O:13][CH3:14])[CH:10]=[C:9]2[C:4]=1[C:5](=[S:33])[N:6]([C:15]1[CH:20]=[CH:19][C:18]([O:21][CH3:22])=[CH:17][CH:16]=1)[CH:7]=[N:8]2. The yield is 0.720. (3) The yield is 0.640. The catalyst is CN(C=O)C.C(Cl)Cl. The reactants are [NH2:1][C:2]1[C:7]([OH:8])=[CH:6][CH:5]=[CH:4][C:3]=1[OH:9].Cl[CH2:11][C:12](Cl)=[O:13].C([O-])([O-])=O.[K+].[K+]. The product is [OH:8][C:7]1[C:2]2[NH:1][C:12](=[O:13])[CH2:11][O:9][C:3]=2[CH:4]=[CH:5][CH:6]=1. (4) The reactants are CC([O-])(C)C.[K+].CC1C=CC(S([CH2:17][N+:18]#[C-])(=O)=O)=CC=1.[CH2:20]([O:27][C:28]1[CH:29]=[C:30]([CH:33]=[CH:34][C:35]=1[O:36][CH3:37])[CH:31]=O)[C:21]1[CH:26]=[CH:25][CH:24]=[CH:23][CH:22]=1.CO. The catalyst is C1COCC1.O. The product is [CH2:20]([O:27][C:28]1[CH:29]=[C:30]([CH2:31][C:17]#[N:18])[CH:33]=[CH:34][C:35]=1[O:36][CH3:37])[C:21]1[CH:26]=[CH:25][CH:24]=[CH:23][CH:22]=1. The yield is 0.480.